Dataset: NCI-60 drug combinations with 297,098 pairs across 59 cell lines. Task: Regression. Given two drug SMILES strings and cell line genomic features, predict the synergy score measuring deviation from expected non-interaction effect. (1) Drug 1: C1CC(=O)NC(=O)C1N2CC3=C(C2=O)C=CC=C3N. Drug 2: CCC1=C2CN3C(=CC4=C(C3=O)COC(=O)C4(CC)O)C2=NC5=C1C=C(C=C5)O. Cell line: SR. Synergy scores: CSS=69.2, Synergy_ZIP=0.604, Synergy_Bliss=-0.0840, Synergy_Loewe=3.02, Synergy_HSA=4.06. (2) Drug 1: CN(C)C1=NC(=NC(=N1)N(C)C)N(C)C. Drug 2: CC1=C2C(C(=O)C3(C(CC4C(C3C(C(C2(C)C)(CC1OC(=O)C(C(C5=CC=CC=C5)NC(=O)OC(C)(C)C)O)O)OC(=O)C6=CC=CC=C6)(CO4)OC(=O)C)O)C)O. Cell line: HL-60(TB). Synergy scores: CSS=5.71, Synergy_ZIP=2.27, Synergy_Bliss=-1.86, Synergy_Loewe=-54.2, Synergy_HSA=-4.52.